Dataset: Reaction yield outcomes from USPTO patents with 853,638 reactions. Task: Predict the reaction yield, written as a fraction of the theoretical maximum amount of product (1.0 means a 100% yield; for example, 0.34 means a 34% yield). (1) The reactants are C[O:2][C:3](=[O:14])[CH2:4][CH2:5][CH2:6][CH2:7][CH2:8][CH2:9][CH2:10][CH:11]=[CH:12][I:13].[Li+].[OH-].Cl. The catalyst is C1COCC1.O.CCOCC. The product is [I:13][CH:12]=[CH:11][CH2:10][CH2:9][CH2:8][CH2:7][CH2:6][CH2:5][CH2:4][C:3]([OH:14])=[O:2]. The yield is 0.910. (2) The reactants are [CH2:1]([C:9]1[CH:25]=[CH:24][C:12]([CH2:13][NH:14][C:15](=[O:23])[NH:16][CH2:17][C:18]([O:20]CC)=[O:19])=[CH:11][CH:10]=1)[CH2:2][CH2:3][CH2:4][CH2:5][CH2:6][CH2:7][CH3:8].C(C1C=CC(NC(=O)NCCC(OCC)=O)=CC=1)CCCCCCC. No catalyst specified. The product is [CH2:1]([C:9]1[CH:10]=[CH:11][C:12]([CH2:13][NH:14][C:15](=[O:23])[NH:16][CH2:17][C:18]([OH:20])=[O:19])=[CH:24][CH:25]=1)[CH2:2][CH2:3][CH2:4][CH2:5][CH2:6][CH2:7][CH3:8]. The yield is 0.870.